Dataset: Forward reaction prediction with 1.9M reactions from USPTO patents (1976-2016). Task: Predict the product of the given reaction. (1) Given the reactants C(OC(N[C@H](C(O)=O)CCCCN)=O)(C)(C)C.C[Si](C=[N+]=[N-])(C)C.C(=O)C1C=CC=CC=1.[BH4-].[Na+].C=O.[Na].[NH2:38][C@H:39]([C:45]([O:47][CH3:48])=[O:46])[CH2:40][CH2:41][CH2:42][CH2:43][NH2:44].C[Si]([Cl:53])(C)C, predict the reaction product. The product is: [ClH:53].[ClH:53].[NH2:38][C@H:39]([C:45]([O:47][CH3:48])=[O:46])[CH2:40][CH2:41][CH2:42][CH2:43][NH2:44]. (2) Given the reactants [CH2:1]([N:3]([CH2:20][CH3:21])[C:4](=[O:19])[C:5]1[CH:10]=[CH:9][C:8]([C:11](=O)[C:12]2[CH:17]=[CH:16][CH:15]=[CH:14][CH:13]=2)=[CH:7][CH:6]=1)[CH3:2].[CH3:22][N:23]1[CH:27]2[CH2:28][C:29]([CH2:31][CH:24]1[CH2:25][CH2:26]2)=O, predict the reaction product. The product is: [CH2:1]([N:3]([CH2:20][CH3:21])[C:4](=[O:19])[C:5]1[CH:10]=[CH:9][C:8]([C:11](=[C:29]2[CH2:28][CH:27]3[N:23]([CH3:22])[CH:24]([CH2:25][CH2:26]3)[CH2:31]2)[C:12]2[CH:17]=[CH:16][CH:15]=[CH:14][CH:13]=2)=[CH:7][CH:6]=1)[CH3:2]. (3) Given the reactants [F:1][C:2]([F:7])([F:6])[C:3]([OH:5])=[O:4].FC(F)(F)C(O)=O.[Cl:15][C:16]1[CH:17]=[N:18][C:19]2[NH:20][C:21]3[CH:22]=[CH:23][CH:24]=[C:25]([CH:45]=3)[CH2:26][CH2:27][C:28]3[CH:36]=[C:32]([NH:33][C:34]=1[N:35]=2)[CH:31]=[CH:30][C:29]=3[NH:37][C:38]([C@@H:40]1[CH2:44][CH2:43][NH:42][CH2:41]1)=[O:39].[N:46]([CH:49]1[CH2:53][CH2:52][CH2:51][CH2:50]1)=[C:47]=[O:48], predict the reaction product. The product is: [F:1][C:2]([F:7])([F:6])[C:3]([OH:5])=[O:4].[Cl:15][C:16]1[CH:17]=[N:18][C:19]2[NH:20][C:21]3[CH:22]=[CH:23][CH:24]=[C:25]([CH:45]=3)[CH2:26][CH2:27][C:28]3[CH:36]=[C:32]([NH:33][C:34]=1[N:35]=2)[CH:31]=[CH:30][C:29]=3[NH:37][C:38]([C@@H:40]1[CH2:44][CH2:43][N:42]([C:47]([NH:46][CH:49]2[CH2:53][CH2:52][CH2:51][CH2:50]2)=[O:48])[CH2:41]1)=[O:39].